Dataset: Forward reaction prediction with 1.9M reactions from USPTO patents (1976-2016). Task: Predict the product of the given reaction. (1) The product is: [Br:1][C:2]1[CH:3]=[CH:4][C:5]2[N:6]([C:14]([C:15]#[N:16])=[CH:9][N:8]=2)[CH:7]=1. Given the reactants [Br:1][C:2]1[CH:3]=[CH:4][C:5]([N:8]=[CH:9]N(C)C)=[N:6][CH:7]=1.Br[CH2:14][C:15]#[N:16].C([O-])(O)=O.[Na+], predict the reaction product. (2) Given the reactants [CH2:1]([C:4]1[CH:5]=[C:6]([C:11]2[CH:16]=[CH:15][C:14]([O:17][CH3:18])=[CH:13][C:12]=2[CH2:19][CH2:20][CH3:21])[CH:7]=[CH:8][C:9]=1[OH:10])[CH:2]=[CH2:3].[CH3:22][S:23](Cl)(=[O:25])=[O:24], predict the reaction product. The product is: [CH2:1]([C:4]1[CH:5]=[C:6]([C:11]2[CH:16]=[CH:15][C:14]([O:17][CH3:18])=[CH:13][C:12]=2[CH2:19][CH2:20][CH3:21])[CH:7]=[CH:8][C:9]=1[O:10][S:23]([CH3:22])(=[O:25])=[O:24])[CH:2]=[CH2:3]. (3) Given the reactants [CH2:1]([C:3]1[NH:19][C:6]2[N:7]=[C:8]([S:12][C:13]3[CH:14]=[N:15][CH:16]=[CH:17][CH:18]=3)[N:9]=[C:10](O)[C:5]=2[CH:4]=1)[CH3:2].CN(C)C1C=CC=CC=1.P(Cl)(Cl)([Cl:31])=O, predict the reaction product. The product is: [Cl:31][C:10]1[C:5]2[CH:4]=[C:3]([CH2:1][CH3:2])[NH:19][C:6]=2[N:7]=[C:8]([S:12][C:13]2[CH:14]=[N:15][CH:16]=[CH:17][CH:18]=2)[N:9]=1. (4) Given the reactants [CH3:1][S:2]([OH:5])(=[O:4])=[O:3].O.[F:7][C:8]1[CH:13]=[CH:12][C:11]([C@@H:14]([N:16]2[CH2:21][CH2:20][CH2:19]/[C:18](=[CH:22]\[C:23]3[CH:28]=[CH:27][C:26]([N:29]4[CH:33]=[C:32]([CH3:34])[N:31]=[CH:30]4)=[C:25]([O:35][CH3:36])[CH:24]=3)/[C:17]2=[O:37])[CH3:15])=[CH:10][CH:9]=1, predict the reaction product. The product is: [S:2]([OH:5])(=[O:4])(=[O:3])[CH3:1].[F:7][C:8]1[CH:13]=[CH:12][C:11]([C@@H:14]([N:16]2[CH2:21][CH2:20][CH2:19]/[C:18](=[CH:22]\[C:23]3[CH:28]=[CH:27][C:26]([N:29]4[CH:33]=[C:32]([CH3:34])[N:31]=[CH:30]4)=[C:25]([O:35][CH3:36])[CH:24]=3)/[C:17]2=[O:37])[CH3:15])=[CH:10][CH:9]=1. (5) Given the reactants [Cl:1][CH2:2][CH2:3][CH2:4][C:5]([C:7]1[C:15]2[C:10](=[CH:11][CH:12]=[C:13]([C:16]#[N:17])[CH:14]=2)[NH:9][CH:8]=1)=O.C[SiH](C)O[SiH](C)C, predict the reaction product. The product is: [Cl:1][CH2:2][CH2:3][CH2:4][CH2:5][C:7]1[C:15]2[C:10](=[CH:11][CH:12]=[C:13]([C:16]#[N:17])[CH:14]=2)[NH:9][CH:8]=1. (6) Given the reactants [F:1][C:2]1[CH:3]=[CH:4][C:5]([CH2:8][O:9][C:10]2[CH:15]=[CH:14][N:13]([CH2:16][CH2:17][C:18]3[CH:34]=[CH:33][C:21]4[CH2:22][CH2:23][N:24](C(=O)C(F)(F)F)[CH2:25][CH2:26][C:20]=4[CH:19]=3)[C:12](=[O:35])[CH:11]=2)=[N:6][CH:7]=1.[OH-].[Na+], predict the reaction product. The product is: [F:1][C:2]1[CH:3]=[CH:4][C:5]([CH2:8][O:9][C:10]2[CH:15]=[CH:14][N:13]([CH2:16][CH2:17][C:18]3[CH:34]=[CH:33][C:21]4[CH2:22][CH2:23][NH:24][CH2:25][CH2:26][C:20]=4[CH:19]=3)[C:12](=[O:35])[CH:11]=2)=[N:6][CH:7]=1. (7) The product is: [CH:1]([C:4]1[C:8]2[CH:9]=[CH:10][CH:11]=[CH:12][C:7]=2[O:6][C:5]=1[CH2:13][N:14]([CH3:15])[C:30](=[O:32])/[CH:29]=[CH:28]/[C:25]1[CH:26]=[N:27][C:21]2[NH:20][C:19](=[O:45])[CH2:18][O:23][C:22]=2[CH:24]=1)([CH3:3])[CH3:2]. Given the reactants [CH:1]([C:4]1[C:8]2[CH:9]=[CH:10][CH:11]=[CH:12][C:7]=2[O:6][C:5]=1[CH2:13][NH:14][CH3:15])([CH3:3])[CH3:2].Cl.C[C:18]1(C)[O:23][C:22]2[CH:24]=[C:25]([CH:28]=[CH:29][C:30]([OH:32])=O)[CH:26]=[N:27][C:21]=2[NH:20][CH2:19]1.CN(C)CCCN=C=NCC.[OH2:45], predict the reaction product.